Task: Predict the reaction yield, written as a fraction of the theoretical maximum amount of product (1.0 means a 100% yield; for example, 0.34 means a 34% yield).. Dataset: Reaction yield outcomes from USPTO patents with 853,638 reactions (1) The reactants are [H-].[Na+].[C:3]([C:7]1[N:11]([CH2:12][CH:13]2[CH2:18][CH2:17][CH2:16][CH2:15][CH2:14]2)[C:10]2[CH:19]=[CH:20][C:21]([NH:23][C:24](=[O:26])[CH3:25])=[CH:22][C:9]=2[N:8]=1)([CH3:6])([CH3:5])[CH3:4].I[CH3:28]. The catalyst is C1COCC1. The product is [C:3]([C:7]1[N:11]([CH2:12][CH:13]2[CH2:18][CH2:17][CH2:16][CH2:15][CH2:14]2)[C:10]2[CH:19]=[CH:20][C:21]([N:23]([CH3:28])[C:24](=[O:26])[CH3:25])=[CH:22][C:9]=2[N:8]=1)([CH3:6])([CH3:4])[CH3:5]. The yield is 1.00. (2) The reactants are [Br:1][C:2]1[CH:7]=[CH:6][C:5]([CH2:8][C:9]#[N:10])=[CH:4][C:3]=1[F:11].Br[CH2:13][CH2:14]Br.[OH-].[Na+]. The catalyst is C1(C)C=CC=CC=1.[Br-].C([N+](CCCC)(CCCC)CCCC)CCC.O. The product is [Br:1][C:2]1[CH:7]=[CH:6][C:5]([C:8]2([C:9]#[N:10])[CH2:14][CH2:13]2)=[CH:4][C:3]=1[F:11]. The yield is 0.900. (3) The reactants are C[O:2][C:3](=O)[CH2:4][C:5]1[CH:10]=[CH:9][C:8]([OH:11])=[CH:7][CH:6]=1.[NH2:13][NH2:14]. The catalyst is CO. The product is [OH:11][C:8]1[CH:9]=[CH:10][C:5]([CH2:4][C:3]([NH:13][NH2:14])=[O:2])=[CH:6][CH:7]=1. The yield is 0.860. (4) The reactants are [CH2:1]([Mg]Br)[CH3:2].[C:5]([C:9]1[CH2:13][CH2:12][C:11](=O)[CH:10]=1)([CH3:8])([CH3:7])[CH3:6].Cl. The catalyst is C(OCC)C. The product is [CH2:1]([C:12]1[CH2:11][CH:10]=[C:9]([C:5]([CH3:8])([CH3:7])[CH3:6])[CH:13]=1)[CH3:2]. The yield is 0.780. (5) The reactants are [CH2:1]([N:8]([CH2:25][C:26]1[CH:31]=[CH:30][CH:29]=[CH:28][CH:27]=1)[C@@H:9]([CH2:16][C:17]1[CH:22]=[C:21]([F:23])[CH:20]=[C:19]([F:24])[CH:18]=1)[C:10](N(OC)C)=[O:11])[C:2]1[CH:7]=[CH:6][CH:5]=[CH:4][CH:3]=1.[H-].[H-].[H-].[H-].[Li+].[Al+3]. The catalyst is CCOCC. The product is [CH2:25]([N:8]([CH2:1][C:2]1[CH:3]=[CH:4][CH:5]=[CH:6][CH:7]=1)[C@@H:9]([CH2:16][C:17]1[CH:18]=[C:19]([F:24])[CH:20]=[C:21]([F:23])[CH:22]=1)[CH:10]=[O:11])[C:26]1[CH:31]=[CH:30][CH:29]=[CH:28][CH:27]=1. The yield is 0.990. (6) The reactants are [CH2:1]([O:3][C:4]([C:6]1[C:10]([CH3:11])=[CH:9][NH:8][C:7]=1[CH2:12][C:13]([OH:15])=O)=[O:5])[CH3:2].Cl.C(N=C=N[CH2:22][CH2:23][CH2:24][N:25]([CH3:27])[CH3:26])C.O[N:29]1[C:33]2C=CC=CC=2N=N1.O. The catalyst is CN(C)C=O.ClCCl. The product is [CH2:1]([O:3][C:4]([C:6]1[C:10]([CH3:11])=[CH:9][NH:8][C:7]=1[CH2:12][C:13](=[O:15])[NH:29][CH2:33][CH2:27][N:25]1[CH2:24][CH2:23][CH2:22][CH2:26]1)=[O:5])[CH3:2]. The yield is 1.00. (7) The reactants are [C:1]([N:4]1[C:13]2[C:8](=[CH:9][C:10]([C:14]3[CH:15]=[C:16]([CH:20]=[CH:21][CH:22]=3)[C:17]([OH:19])=O)=[CH:11][CH:12]=2)[C@H:7]([NH:23][C:24]2[CH:25]=[N:26][CH:27]=[CH:28][CH:29]=2)[CH2:6][C@@H:5]1[CH3:30])(=[O:3])[CH3:2].F[P-](F)(F)(F)(F)F.N1(OC(N(C)C)=[N+](C)C)[C:42]2[N:43]=[CH:44]C=CC=2N=N1.C(N(CC)C(C)C)(C)C.CNC. The catalyst is CN(C)C=O.C(#N)C. The product is [C:1]([N:4]1[C:13]2[C:8](=[CH:9][C:10]([C:14]3[CH:15]=[C:16]([CH:20]=[CH:21][CH:22]=3)[C:17]([N:43]([CH3:44])[CH3:42])=[O:19])=[CH:11][CH:12]=2)[C@H:7]([NH:23][C:24]2[CH:25]=[N:26][CH:27]=[CH:28][CH:29]=2)[CH2:6][C@@H:5]1[CH3:30])(=[O:3])[CH3:2]. The yield is 0.593.